Dataset: Catalyst prediction with 721,799 reactions and 888 catalyst types from USPTO. Task: Predict which catalyst facilitates the given reaction. (1) Reactant: Cl[C:2]1[CH:3]=[C:4]([C:31]([Cl:34])=[CH:32][N:33]=1)[C:5]([NH:7][C:8]1[CH:30]=[CH:29][C:11]2[CH2:12][CH2:13][C:14]3[C:15]([C:26]([NH2:28])=[O:27])=[N:16][N:17]([C:19]4[CH:24]=[CH:23][C:22]([F:25])=[CH:21][CH:20]=4)[C:18]=3[C:10]=2[CH:9]=1)=[O:6].[NH:35]1[CH2:40][CH2:39][NH:38][CH2:37][CH2:36]1. Product: [Cl:34][C:31]1[C:4]([C:5]([NH:7][C:8]2[CH:30]=[CH:29][C:11]3[CH2:12][CH2:13][C:14]4[C:15]([C:26]([NH2:28])=[O:27])=[N:16][N:17]([C:19]5[CH:24]=[CH:23][C:22]([F:25])=[CH:21][CH:20]=5)[C:18]=4[C:10]=3[CH:9]=2)=[O:6])=[CH:3][C:2]([N:35]2[CH2:40][CH2:39][NH:38][CH2:37][CH2:36]2)=[N:33][CH:32]=1. The catalyst class is: 14. (2) Reactant: [Cl:1][C:2]1[CH:7]=[CH:6][C:5]([C:8]2[N:12]([C:13]3[CH:18]=[CH:17][C:16]([Cl:19])=[CH:15][C:14]=3[Cl:20])[N:11]=[C:10]([C:21]([O:23]C)=[O:22])[N:9]=2)=[CH:4][CH:3]=1.[OH-].[K+]. Product: [Cl:1][C:2]1[CH:7]=[CH:6][C:5]([C:8]2[N:12]([C:13]3[CH:18]=[CH:17][C:16]([Cl:19])=[CH:15][C:14]=3[Cl:20])[N:11]=[C:10]([C:21]([OH:23])=[O:22])[N:9]=2)=[CH:4][CH:3]=1. The catalyst class is: 5. (3) Reactant: Cl[CH2:2][C:3]1[CH:7]=[CH:6][N:5]([CH3:8])[N:4]=1.[C-:9]#[N:10].[K+]. Product: [CH3:8][N:5]1[CH:6]=[CH:7][C:3]([CH2:2][C:9]#[N:10])=[N:4]1. The catalyst class is: 144. (4) The catalyst class is: 37. Product: [Cl:10][C:4]1[CH:3]=[C:2]([O:11][C:12]2[CH:21]=[C:20]([CH3:23])[C:15]3[NH:16][C:17](=[O:19])[O:18][C:14]=3[CH:13]=2)[C:7]([C:8]#[N:9])=[CH:6][N:5]=1. Reactant: Cl[C:2]1[C:7]([C:8]#[N:9])=[CH:6][N:5]=[C:4]([Cl:10])[CH:3]=1.[OH:11][C:12]1[CH:21]=[CH:20][C:15]2[NH:16][C:17](=[O:19])[O:18][C:14]=2[CH:13]=1.[K].[CH3:23]C(C)([O-])C. (5) Reactant: [N:1]1[CH:6]=[CH:5][C:4]([C:7]2[CH:8]=[C:9]3[C:14](=[CH:15][CH:16]=2)[N:13]=[C:12]([NH2:17])[N:11]=[CH:10]3)=[CH:3][CH:2]=1.Br[C:19]1[N:24]=[C:23]([C:25]([NH:27][CH2:28][CH2:29][N:30](C)[C:31](=O)OC(C)(C)C)=[O:26])[CH:22]=[CH:21][CH:20]=1.C([O-])([O-])=O.[Cs+].[Cs+].C1C=CC(P(C2C(C3C(P(C4C=CC=CC=4)C4C=CC=CC=4)=CC=C4C=3C=CC=C4)=C3C(C=CC=C3)=CC=2)C2C=CC=CC=2)=CC=1. Product: [CH3:31][NH:30][CH2:29][CH2:28][NH:27][C:25]([C:23]1[CH:22]=[CH:21][CH:20]=[C:19]([NH:17][C:12]2[N:11]=[CH:10][C:9]3[C:14](=[CH:15][CH:16]=[C:7]([C:4]4[CH:3]=[CH:2][N:1]=[CH:6][CH:5]=4)[CH:8]=3)[N:13]=2)[N:24]=1)=[O:26]. The catalyst class is: 62. (6) Reactant: [F:1][C:2]1[CH:7]=[CH:6][CH:5]=[CH:4][C:3]=1[CH2:8][C:9]([OH:11])=O.C(Cl)(=O)C(Cl)=O.[NH2:18][C:19](=[N:25]O)[C:20]([O:22][CH2:23][CH3:24])=[O:21].C(N(CC)C(C)C)(C)C. Product: [F:1][C:2]1[CH:7]=[CH:6][CH:5]=[CH:4][C:3]=1[CH2:8][C:9]1[O:11][N:25]=[C:19]([C:20]([O:22][CH2:23][CH3:24])=[O:21])[N:18]=1. The catalyst class is: 139. (7) Reactant: [F:1][C:2]1[CH:10]=[C:9]([F:11])[CH:8]=[C:7]2[C:3]=1[C:4]([CH3:21])([CH2:13][CH2:14][CH2:15][CH2:16][S:17]([O-:20])(=[O:19])=[O:18])[C:5]([CH3:12])=[N:6]2.Br[CH2:23][CH2:24][CH2:25][CH2:26][CH2:27][C:28]([OH:30])=[O:29]. Product: [C:28]([CH2:27][CH2:26][CH2:25][CH2:24][CH2:23][N+:6]1[C:7]2[C:3](=[C:2]([F:1])[CH:10]=[C:9]([F:11])[CH:8]=2)[C:4]([CH2:13][CH2:14][CH2:15][CH2:16][S:17]([O-:20])(=[O:19])=[O:18])([CH3:21])[C:5]=1[CH3:12])([OH:30])=[O:29]. The catalyst class is: 10.